This data is from Forward reaction prediction with 1.9M reactions from USPTO patents (1976-2016). The task is: Predict the product of the given reaction. (1) Given the reactants [F:1][C:2]([F:36])([F:35])[C:3]1[CH:4]=[C:5]([C@H:13]2[O:17][C:16](=[O:18])[N:15]([CH2:19][C:20]3[CH:25]=[C:24]([O:26][C:27]([F:30])([F:29])[F:28])[CH:23]=[CH:22][C:21]=3[N+:31]([O-])=O)[C@H:14]2[CH3:34])[CH:6]=[C:7]([C:9]([F:12])([F:11])[F:10])[CH:8]=1, predict the reaction product. The product is: [NH2:31][C:21]1[CH:22]=[CH:23][C:24]([O:26][C:27]([F:30])([F:29])[F:28])=[CH:25][C:20]=1[CH2:19][N:15]1[C@@H:14]([CH3:34])[C@@H:13]([C:5]2[CH:6]=[C:7]([C:9]([F:11])([F:12])[F:10])[CH:8]=[C:3]([C:2]([F:1])([F:35])[F:36])[CH:4]=2)[O:17][C:16]1=[O:18]. (2) Given the reactants [C:1]([N:5]1[CH2:10][CH2:9][N:8]([C:11]2[N:12]=[CH:13][C:14]3[CH:20]=[C:19]([C:21]4[CH:26]=[CH:25][CH:24]=[CH:23][CH:22]=4)[C:18]([C:27]4[CH:34]=[CH:33][C:30]([CH:31]=O)=[CH:29][CH:28]=4)=[N:17][C:15]=3[N:16]=2)[CH2:7][CH2:6]1)(=[O:4])[CH2:2][OH:3].O=[C:36]([N:39]1[CH2:44][CH2:43][NH:42][CH2:41][CH2:40]1)[CH2:37]O.F[C:46](F)(F)[C:47](O)=O.N1CCC(C2NC(C3C=CC=CN=3)=[N:61][N:62]=2)CC1.[CH3:69][CH2:70][N:71](CC)[CH2:72][CH3:73].CC(O)=O.C(O[BH-](OC(=O)C)OC(=O)C)(=O)C.[Na+], predict the reaction product. The product is: [O:4]=[C:1]([N:5]1[CH2:10][CH2:9][N:8]([C:11]2[N:12]=[CH:13][C:14]3[CH:20]=[C:19]([C:21]4[CH:26]=[CH:25][CH:24]=[CH:23][CH:22]=4)[C:18]([C:27]4[CH:34]=[CH:33][C:30]([CH2:31][N:71]5[CH2:72][CH2:73][CH:37]([C:36]6[NH:39][C:44]([C:43]7[CH:47]=[CH:46][CH:40]=[CH:41][N:42]=7)=[N:62][N:61]=6)[CH2:69][CH2:70]5)=[CH:29][CH:28]=4)=[N:17][C:15]=3[N:16]=2)[CH2:7][CH2:6]1)[CH2:2][OH:3].